This data is from Forward reaction prediction with 1.9M reactions from USPTO patents (1976-2016). The task is: Predict the product of the given reaction. (1) Given the reactants [NH2:1][C:2]1[C:3]([C:9]([NH2:11])=[O:10])=[N:4][C:5]([Cl:8])=[CH:6][CH:7]=1.Cl.Cl[C:14](N)=[NH:15].CS(C)(=O)=O.S1(CCCC1)(=O)=O.[OH-].[NH4+], predict the reaction product. The product is: [NH2:15][C:14]1[NH:11][C:9](=[O:10])[C:3]2[N:4]=[C:5]([Cl:8])[CH:6]=[CH:7][C:2]=2[N:1]=1. (2) Given the reactants [C:1]1([CH2:7][NH:8][C:9]2[S:13][C:12]([C:14]([NH:16][NH2:17])=[O:15])=[CH:11][CH:10]=2)[CH:6]=[CH:5][CH:4]=[CH:3][CH:2]=1.[NH:18]([C:27]([O:29][CH2:30][C:31]1[CH:36]=[CH:35][CH:34]=[CH:33][CH:32]=1)=[O:28])[C@H:19]([C:24](O)=[O:25])[CH2:20][CH:21]([CH3:23])[CH3:22].C(Cl)CCl.C1C=CC2N(O)N=NC=2C=1, predict the reaction product. The product is: [CH3:22][CH:21]([CH3:23])[CH2:20][C@H:19]([NH:18][C:27]([O:29][CH2:30][C:31]1[CH:36]=[CH:35][CH:34]=[CH:33][CH:32]=1)=[O:28])[C:24]([NH:17][NH:16][C:14]([C:12]1[S:13][C:9]([NH:8][CH2:7][C:1]2[CH:2]=[CH:3][CH:4]=[CH:5][CH:6]=2)=[CH:10][CH:11]=1)=[O:15])=[O:25]. (3) Given the reactants [OH-].[Na+].C(O)C.[F:6][C:7]1[CH:32]=[CH:31][C:10]([NH:11][C:12]2[CH:21]=[C:20]([CH2:22][CH2:23][CH2:24][C:25]3[CH:30]=[CH:29][CH:28]=[CH:27][CH:26]=3)[CH:19]=[CH:18][C:13]=2[C:14]([O:16]C)=[O:15])=[CH:9][CH:8]=1.Cl, predict the reaction product. The product is: [F:6][C:7]1[CH:32]=[CH:31][C:10]([NH:11][C:12]2[CH:21]=[C:20]([CH2:22][CH2:23][CH2:24][C:25]3[CH:26]=[CH:27][CH:28]=[CH:29][CH:30]=3)[CH:19]=[CH:18][C:13]=2[C:14]([OH:16])=[O:15])=[CH:9][CH:8]=1. (4) Given the reactants FC1C=CC(CC2C=C3C(C(O)=C(C(OCC)=O)C(=[O:24])N3CCCSC)=NC=2)=CC=1.[F:31][C:32]1[CH:37]=[CH:36][C:35]([CH2:38][C:39]2[CH:48]=[C:47]3[C:42]([C:43]([OH:61])=[C:44]([C:56]([O:58][CH2:59][CH3:60])=[O:57])[C:45](=[O:55])[N:46]3[CH2:49][CH2:50][CH2:51][S:52]([CH3:54])=[O:53])=[N:41][CH:40]=2)=[CH:34][CH:33]=1.ClC1C=C(C=CC=1)C(OO)=O, predict the reaction product. The product is: [F:31][C:32]1[CH:37]=[CH:36][C:35]([CH2:38][C:39]2[CH:48]=[C:47]3[C:42]([C:43]([OH:61])=[C:44]([C:56]([O:58][CH2:59][CH3:60])=[O:57])[C:45](=[O:55])[N:46]3[CH2:49][CH2:50][CH2:51][S:52]([CH3:54])(=[O:24])=[O:53])=[N:41][CH:40]=2)=[CH:34][CH:33]=1. (5) Given the reactants [NH:1]1[C:5]2[CH2:6][N:7]([C:10]([O:12][C:13]([CH3:16])([CH3:15])[CH3:14])=[O:11])[CH2:8][CH2:9][C:4]=2[CH:3]=[C:2]1[C:17]([O:19][CH2:20][CH3:21])=[O:18].[H-].[Na+].[CH3:24]I, predict the reaction product. The product is: [CH3:24][N:1]1[C:5]2[CH2:6][N:7]([C:10]([O:12][C:13]([CH3:16])([CH3:15])[CH3:14])=[O:11])[CH2:8][CH2:9][C:4]=2[CH:3]=[C:2]1[C:17]([O:19][CH2:20][CH3:21])=[O:18].